Dataset: Reaction yield outcomes from USPTO patents with 853,638 reactions. Task: Predict the reaction yield, written as a fraction of the theoretical maximum amount of product (1.0 means a 100% yield; for example, 0.34 means a 34% yield). (1) The reactants are [O:1]1[CH:5]=[CH:4][CH:3]=[C:2]1[CH2:6][C:7]([OH:9])=O.C1C=NC2N(O)N=NC=2C=1.CCN(C(C)C)C(C)C.[CH3:29][O:30][C:31](=[O:47])[C:32]1[CH:37]=[CH:36][C:35]([NH:38][CH:39]2[CH2:44][CH2:43][CH2:42][CH2:41][CH:40]2[CH3:45])=[C:34]([NH2:46])[CH:33]=1. The catalyst is CN(C=O)C.O.C(Cl)CCl. The product is [CH3:29][O:30][C:31](=[O:47])[C:32]1[CH:37]=[CH:36][C:35]([NH:38][CH:39]2[CH2:44][CH2:43][CH2:42][CH2:41][CH:40]2[CH3:45])=[C:34]([NH:46][C:7](=[O:9])[CH2:6][C:2]2[O:1][CH:5]=[CH:4][CH:3]=2)[CH:33]=1. The yield is 1.00. (2) The reactants are [C:1]1([CH2:7][CH2:8][C:9]([NH:11][C:12]2[CH:13]=[C:14]([CH:29]=[CH:30][N:31]=2)[C:15]([NH:17][NH:18]C(OCC2C=CC=CC=2)=O)=[O:16])=[O:10])[CH:6]=[CH:5][CH:4]=[CH:3][CH:2]=1.CO. The catalyst is [Pd].O1CCCC1. The product is [NH:17]([C:15]([C:14]1[CH:29]=[CH:30][N:31]=[C:12]([NH:11][C:9](=[O:10])[CH2:8][CH2:7][C:1]2[CH:2]=[CH:3][CH:4]=[CH:5][CH:6]=2)[CH:13]=1)=[O:16])[NH2:18]. The yield is 1.00.